From a dataset of Cav3 T-type calcium channel HTS with 100,875 compounds. Binary Classification. Given a drug SMILES string, predict its activity (active/inactive) in a high-throughput screening assay against a specified biological target. (1) The compound is O(c1ccc(c2nn(nn2)CC(=O)c2c3c([nH]c2)cccc3)cc1)CCC. The result is 0 (inactive). (2) The drug is o1c(C(N(c2c(cccc2)C)C(=O)Cn2nnc3c2cccc3)C(=O)NCCOC)ccc1. The result is 0 (inactive). (3) The drug is O=C1N(C(=O)CC1N1CCN(CC1)Cc1ccccc1)CCc1ccccc1. The result is 0 (inactive). (4) The molecule is O(CCn1c(c2ccc(OC)cc2)cnc1N)C. The result is 0 (inactive). (5) The result is 0 (inactive). The molecule is O(n1c2c(c(c1C)C(=O)C)c1no[n+]([O-])c1cc2)CC=C. (6) The molecule is OC1C[N+]2(C1)CCCCC2. The result is 0 (inactive). (7) The drug is O=C(N1c2c(CCc3c1cccc3)ccc(NC(OCC)=O)c2)N(C)C. The result is 0 (inactive). (8) The molecule is Clc1ccc(CCNC(=O)C2CN(S(=O)(=O)CCC)CCC2)cc1. The result is 0 (inactive). (9) The molecule is s1c(NC(=O)c2cc(NC(=O)c3occc3)ccc2)ncc1. The result is 0 (inactive). (10) The compound is O=C1N(C(Cc2ccc(O)cc2)C(=O)Nc2c(C(=O)NC(C(=O)N(C(C(=O)NC1CC(C)C)Cc1ccccc1)C)C)cccc2)C. The result is 0 (inactive).